Dataset: Full USPTO retrosynthesis dataset with 1.9M reactions from patents (1976-2016). Task: Predict the reactants needed to synthesize the given product. (1) Given the product [Br:1][C:2]1[CH:21]=[CH:20][C:5]([NH:6][C:7]2[C:16]3[C:11](=[CH:12][C:13]([O:19][CH2:24][CH2:25][CH2:26][Cl:27])=[C:14]([O:17][CH3:18])[CH:15]=3)[N:10]=[CH:9][N:8]=2)=[C:4]([F:22])[CH:3]=1, predict the reactants needed to synthesize it. The reactants are: [Br:1][C:2]1[CH:21]=[CH:20][C:5]([NH:6][C:7]2[C:16]3[C:11](=[CH:12][C:13]([OH:19])=[C:14]([O:17][CH3:18])[CH:15]=3)[N:10]=[CH:9][N:8]=2)=[C:4]([F:22])[CH:3]=1.Br[CH2:24][CH2:25][CH2:26][Cl:27].C(=O)([O-])[O-].[K+].[K+]. (2) The reactants are: Br[C:2]1[CH:13]=[CH:12][C:5]([CH2:6][CH:7]2[O:11][CH2:10][CH2:9][O:8]2)=[CH:4][CH:3]=1.B(O)(O)[C:15]1[CH:20]=[CH:19][CH:18]=[C:17]([CH:21]=[O:22])[CH:16]=1.C(=O)([O-])[O-].[Na+].[Na+].[BH4-].[Na+]. Given the product [O:8]1[CH2:9][CH2:10][O:11][CH:7]1[CH2:6][C:5]1[CH:12]=[CH:13][C:2]([C:15]2[CH:20]=[CH:19][CH:18]=[C:17]([CH2:21][OH:22])[CH:16]=2)=[CH:3][CH:4]=1, predict the reactants needed to synthesize it. (3) Given the product [OH:1][CH:2]1[CH2:7][CH2:6][CH:5]([C@H:8]([NH:10][C:11](=[O:17])[O:12][C:13]([CH3:16])([CH3:15])[CH3:14])[CH3:9])[CH2:4][CH2:3]1, predict the reactants needed to synthesize it. The reactants are: [OH:1][C:2]1[CH:7]=[CH:6][C:5]([C@H:8]([NH:10][C:11](=[O:17])[O:12][C:13]([CH3:16])([CH3:15])[CH3:14])[CH3:9])=[CH:4][CH:3]=1. (4) Given the product [CH3:1][O:2][C:3]1[C:4]2[CH:15]=[CH:14][CH:13]=[CH:12][C:5]=2[S:6][C:7]=1[C:8]([OH:10])=[O:9], predict the reactants needed to synthesize it. The reactants are: [CH3:1][O:2][C:3]1[C:4]2[CH:15]=[CH:14][CH:13]=[CH:12][C:5]=2[S:6][C:7]=1[C:8]([O:10]C)=[O:9].O.[OH-].[Li+].O. (5) Given the product [C:29]([O:33][C:34]([NH:36][CH:37]([CH3:41])[C:38]([O:14][C:11]1[CH:10]=[CH:9][CH:8]=[CH:13][CH:12]=1)=[O:39])=[O:35])([CH3:32])([CH3:31])[CH3:30], predict the reactants needed to synthesize it. The reactants are: F[C@H]1[C@H]([C:8]2[CH:13]=[CH:12][C:11]([OH:14])=[CH:10][CH:9]=2)CCN([C@@H]2CCN(CC3C=CC(C)=CC=3)C2=O)C1.[C:29]([O:33][C:34]([NH:36][C@@H:37]([CH3:41])[C:38](O)=[O:39])=[O:35])([CH3:32])([CH3:31])[CH3:30].C1CCC(N=C=NC2CCCCC2)CC1.O. (6) The reactants are: [O:1]=[C:2]1[N:10]([CH2:11][CH2:12][CH3:13])[C:9]2[N:8]=[C:7]([C:14]3[CH2:20][CH:19]4[CH:21]([C:22]([OH:24])=[O:23])[CH:16]([CH2:17][CH2:18]4)[CH:15]=3)[NH:6][C:5]=2[C:4](=[O:25])[N:3]1[CH2:26][CH2:27][CH3:28]. Given the product [O:1]=[C:2]1[N:10]([CH2:11][CH2:12][CH3:13])[C:9]2[N:8]=[C:7]([CH:14]3[CH2:20][CH:19]4[CH:21]([C:22]([OH:24])=[O:23])[CH:16]([CH2:17][CH2:18]4)[CH2:15]3)[NH:6][C:5]=2[C:4](=[O:25])[N:3]1[CH2:26][CH2:27][CH3:28], predict the reactants needed to synthesize it.